From a dataset of Reaction yield outcomes from USPTO patents with 853,638 reactions. Predict the reaction yield, written as a fraction of the theoretical maximum amount of product (1.0 means a 100% yield; for example, 0.34 means a 34% yield). (1) The reactants are Cl.[F:2][C:3]1[CH:8]=[C:7]([F:9])[CH:6]=[CH:5][C:4]=1[N:10]1[C:14]([N:15]2[N:24]=[C:23]3[C:17]([CH2:18][CH2:19][O:20][C:21]4[CH:28]=[CH:27][C:26]([C:29]5([CH2:35][OH:36])[CH2:34][CH2:33][NH:32][CH2:31][CH2:30]5)=[CH:25][C:22]=43)=[CH:16]2)=[N:13][CH:12]=[N:11]1.CCN(C(C)C)C(C)C.[CH:46]([S:48]([CH:51]=C)(=[O:50])=[O:49])=[CH2:47]. No catalyst specified. The product is [F:2][C:3]1[CH:8]=[C:7]([F:9])[CH:6]=[CH:5][C:4]=1[N:10]1[C:14]([N:15]2[N:24]=[C:23]3[C:17]([CH2:18][CH2:19][O:20][C:21]4[CH:28]=[CH:27][C:26]([C:29]5([CH2:35][OH:36])[CH2:30][CH2:31][N:32]([CH2:47][CH2:46][S:48]([CH3:51])(=[O:50])=[O:49])[CH2:33][CH2:34]5)=[CH:25][C:22]=43)=[CH:16]2)=[N:13][CH:12]=[N:11]1. The yield is 0.530. (2) The product is [ClH:17].[CH3:1][O:2][N:3]([CH3:16])[C:4]1[N:9]=[C:8]([NH:10][CH3:11])[N:7]=[C:6]([NH:12][CH2:13][C:14]#[CH:15])[N:5]=1. The reactants are [CH3:1][O:2][N:3]([CH3:16])[C:4]1[N:9]=[C:8]([NH:10][CH3:11])[N:7]=[C:6]([NH:12][CH2:13][C:14]#[CH:15])[N:5]=1.[ClH:17].C(OCC)C.Cl.CON(C)C1N=C(NCCC)N=C(NCC#C)N=1. The yield is 1.00. No catalyst specified. (3) The product is [OH:29][C@@:22]1([C:20]#[C:21][C:2]2[CH:19]=[CH:18][C:5]3[CH:6]4[CH2:17][CH:8]([C:9]5[S:13][C:12]([C:14]([NH2:16])=[O:15])=[N:11][C:10]=5[C:4]=3[CH:3]=2)[CH2:7]4)[CH2:26][CH2:25][N:24]([CH3:27])[C:23]1=[O:28]. No catalyst specified. The reactants are Br[C:2]1[CH:19]=[CH:18][C:5]2[CH:6]3[CH2:17][CH:8]([C:9]4[S:13][C:12]([C:14]([NH2:16])=[O:15])=[N:11][C:10]=4[C:4]=2[CH:3]=1)[CH2:7]3.[C:20]([C@:22]1([OH:29])[CH2:26][CH2:25][N:24]([CH3:27])[C:23]1=[O:28])#[CH:21]. The yield is 0.590. (4) The reactants are [Si]([O:8][C:9]1[CH:14]=[CH:13][C:12]([NH:15][C:16]([NH:18][C:19]2[S:20][CH:21]=[C:22]([C:24]([F:27])([F:26])[F:25])[N:23]=2)=[S:17])=[C:11]([CH3:28])[CH:10]=1)(C(C)(C)C)(C)C.[F-].C([N+](CCCC)(CCCC)CCCC)CCC. The catalyst is C1COCC1.O. The product is [OH:8][C:9]1[CH:14]=[CH:13][C:12]([NH:15][C:16]([NH:18][C:19]2[S:20][CH:21]=[C:22]([C:24]([F:27])([F:26])[F:25])[N:23]=2)=[S:17])=[C:11]([CH3:28])[CH:10]=1. The yield is 0.240. (5) The reactants are [OH:1][C:2]1[CH:11]=[CH:10][C:5]([C:6]([O:8][CH3:9])=[O:7])=[CH:4][C:3]=1[N+:12]([O-:14])=[O:13].Cl[CH2:16][CH2:17][O:18][CH3:19]. No catalyst specified. The product is [CH3:19][O:18][CH2:17][CH2:16][O:1][C:2]1[CH:11]=[CH:10][C:5]([C:6]([O:8][CH3:9])=[O:7])=[CH:4][C:3]=1[N+:12]([O-:14])=[O:13]. The yield is 0.721. (6) The reactants are [NH2:1][C@@H:2]([CH2:25][C:26]1[CH:31]=[CH:30][CH:29]=[C:28]([Cl:32])[CH:27]=1)[CH2:3][N:4]([C:8]1[S:9][C:10]([C:16]2[S:17][C:18]3[CH:19]=[N:20][CH:21]=[CH:22][C:23]=3[N:24]=2)=[C:11]([CH2:13][O:14][CH3:15])[N:12]=1)C(=O)C.C1COCC1.Cl.[OH-].[Na+]. No catalyst specified. The product is [NH2:1][C@@H:2]([CH2:25][C:26]1[CH:31]=[CH:30][CH:29]=[C:28]([Cl:32])[CH:27]=1)[CH2:3][NH:4][C:8]1[S:9][C:10]([C:16]2[S:17][C:18]3[CH:19]=[N:20][CH:21]=[CH:22][C:23]=3[N:24]=2)=[C:11]([CH2:13][O:14][CH3:15])[N:12]=1. The yield is 0.380. (7) The product is [CH:1]1([CH:6]([NH:19][C:20]2[CH:28]=[CH:27][C:23]([C:52]([N:30]([CH3:29])[CH2:31][CH2:32][C:33]([OH:35])=[O:34])=[O:51])=[CH:22][CH:21]=2)[C:7]2[CH:11]=[C:10]([C:12]3[CH:17]=[CH:16][CH:15]=[CH:14][CH:13]=3)[O:9][C:8]=2[CH3:18])[CH2:5][CH2:4][CH2:3][CH2:2]1. The yield is 0.830. The reactants are [CH:1]1([CH:6]([NH:19][C:20]2[CH:28]=[CH:27][C:23](C(O)=O)=[CH:22][CH:21]=2)[C:7]2[CH:11]=[C:10]([C:12]3[CH:17]=[CH:16][CH:15]=[CH:14][CH:13]=3)[O:9][C:8]=2[CH3:18])[CH2:5][CH2:4][CH2:3][CH2:2]1.[CH3:29][NH:30][CH2:31][CH2:32][C:33]([O:35]CC)=[O:34].Cl.C(N=C=NCCCN(C)C)C.O.[OH:51][C:52]1C2N=NNC=2C=CC=1. The catalyst is CN(C)C=O.C(OCC)(=O)C.C(N(CC)CC)C. (8) The reactants are [CH2:1]([C:4]1([CH3:22])[O:9][C:8](=[O:10])[NH:7][C:6]2[CH:11]=[CH:12][C:13]([C:15]3[CH:20]=[CH:19][CH:18]=[C:17]([Cl:21])[CH:16]=3)=[CH:14][C:5]1=2)[CH:2]=[CH2:3].ClC(Cl)(OC(=O)OC(Cl)(Cl)Cl)Cl. The catalyst is C1COCC1. The product is [CH2:1]([C:4]1([CH3:22])[O:9][C:8](=[O:10])[NH:7][C:6]2[CH:11]=[CH:12][C:13]([C:15]3[CH:20]=[CH:19][CH:18]=[C:17]([Cl:21])[CH:16]=3)=[CH:14][C:5]1=2)[C:2]1[CH:3]=[CH:2][CH:1]=[CH:4][CH:3]=1. The yield is 0.300.